Predict the reactants needed to synthesize the given product. From a dataset of Full USPTO retrosynthesis dataset with 1.9M reactions from patents (1976-2016). (1) Given the product [CH2:13]([O:8][C:5]1[CH:6]=[CH:7][C:2]([CH3:1])=[C:3]([N+:9]([O-:11])=[O:10])[CH:4]=1)[CH3:14], predict the reactants needed to synthesize it. The reactants are: [CH3:1][C:2]1[CH:7]=[CH:6][C:5]([OH:8])=[CH:4][C:3]=1[N+:9]([O-:11])=[O:10].I[CH2:13][CH3:14].C(=O)([O-])[O-].[K+].[K+].CN(C=O)C. (2) Given the product [CH:45]1([N:51]([CH3:52])[C:12]([C:11]2[C:4]3[O:3][CH:2]([CH3:1])[CH:6]([CH3:7])[C:5]=3[CH:8]=[CH:9][CH:10]=2)=[O:14])[CH2:50][CH2:49][CH2:48][CH2:47][CH2:46]1, predict the reactants needed to synthesize it. The reactants are: [CH3:1][CH:2]1[CH:6]([CH3:7])[C:5]2[CH:8]=[CH:9][CH:10]=[C:11]([C:12]([OH:14])=O)[C:4]=2[O:3]1.C1C=CC2N(O)N=NC=2C=1.CCN=C=NCCCN(C)C.C(N(C(C)C)CC)(C)C.[CH:45]1([NH:51][CH3:52])[CH2:50][CH2:49][CH2:48][CH2:47][CH2:46]1. (3) Given the product [OH:16][C:13]([CH3:15])([CH3:14])[C@H:12]([NH:11][S:8]([C:6]1[CH:7]=[C:2]([C:30]#[C:29][C:31]2[CH:40]=[CH:39][C:34]([C:35]([NH:37][CH3:38])=[O:36])=[CH:33][CH:32]=2)[CH:3]=[CH:4][C:5]=1[O:27][CH3:28])(=[O:10])=[O:9])[CH2:17][C:18]1[C:26]2[C:21](=[CH:22][CH:23]=[CH:24][CH:25]=2)[NH:20][CH:19]=1, predict the reactants needed to synthesize it. The reactants are: Br[C:2]1[CH:3]=[CH:4][C:5]([O:27][CH3:28])=[C:6]([S:8]([NH:11][C@H:12]([CH2:17][C:18]2[C:26]3[C:21](=[CH:22][CH:23]=[CH:24][CH:25]=3)[NH:20][CH:19]=2)[C:13]([OH:16])([CH3:15])[CH3:14])(=[O:10])=[O:9])[CH:7]=1.[C:29]([C:31]1[CH:40]=[CH:39][C:34]([C:35]([NH:37][CH3:38])=[O:36])=[CH:33][CH:32]=1)#[CH:30].CCCC[N+](CCCC)(CCCC)CCCC.[F-].O. (4) Given the product [F:1][C:2]1[CH:3]=[C:4]([CH:7]=[C:8]([O:13][CH3:14])[C:9]=1[N+:10]([O-:12])=[O:11])[C:5]([OH:15])=[O:20], predict the reactants needed to synthesize it. The reactants are: [F:1][C:2]1[CH:3]=[C:4]([CH:7]=[C:8]([O:13][CH3:14])[C:9]=1[N+:10]([O-:12])=[O:11])[C:5]#N.[OH:15]S(O)(=O)=O.[OH2:20].